Dataset: Experimentally validated miRNA-target interactions with 360,000+ pairs, plus equal number of negative samples. Task: Binary Classification. Given a miRNA mature sequence and a target amino acid sequence, predict their likelihood of interaction. The protein sequence of the target gene is MRQLKGKPKKETSKDKKERKQAMQEARQQITTVVLPTLAVVVLLIVVFVYVATRPTITE. Result: 0 (no interaction). The miRNA is mmu-miR-6344 with sequence GUUUUCCUACUGUUUCCCUUUU.